Task: Predict which catalyst facilitates the given reaction.. Dataset: Catalyst prediction with 721,799 reactions and 888 catalyst types from USPTO Product: [Br:1][C:2]1[CH:3]=[C:4]2[C:10]([C:11]3[N:15]([CH2:31][O:30][CH2:29][CH2:28][Si:25]([CH3:27])([CH3:26])[CH3:24])[C:14]4[CH:16]=[C:17]([O:20][CH3:21])[CH:18]=[CH:19][C:13]=4[N:12]=3)=[N:9][N:8]([CH2:31][O:30][CH2:29][CH2:28][Si:25]([CH3:27])([CH3:26])[CH3:24])[C:5]2=[N:6][CH:7]=1. The catalyst class is: 31. Reactant: [Br:1][C:2]1[CH:3]=[C:4]2[C:10]([C:11]3[NH:15][C:14]4[CH:16]=[C:17]([O:20][CH3:21])[CH:18]=[CH:19][C:13]=4[N:12]=3)=[N:9][NH:8][C:5]2=[N:6][CH:7]=1.[H-].[Na+].[CH3:24][Si:25]([CH2:28][CH2:29][O:30][CH2:31]Cl)([CH3:27])[CH3:26].